This data is from Forward reaction prediction with 1.9M reactions from USPTO patents (1976-2016). The task is: Predict the product of the given reaction. Given the reactants O=S(Cl)[Cl:3].[Cl:5][C:6]1[CH:11]=[C:10]([CH2:12]O)[CH:9]=[CH:8][N:7]=1, predict the reaction product. The product is: [Cl:5][C:6]1[CH:11]=[C:10]([CH2:12][Cl:3])[CH:9]=[CH:8][N:7]=1.